This data is from Reaction yield outcomes from USPTO patents with 853,638 reactions. The task is: Predict the reaction yield, written as a fraction of the theoretical maximum amount of product (1.0 means a 100% yield; for example, 0.34 means a 34% yield). (1) The yield is 0.810. The catalyst is C(O)(=O)C.O. The reactants are [CH2:1]([N:8]1[CH2:13][CH2:12][C:11](=O)[CH2:10][CH2:9]1)[C:2]1[CH:7]=[CH:6][CH:5]=[CH:4][CH:3]=1.[Cl:15][C:16]1[CH:21]=[CH:20][C:19]([NH2:22])=[CH:18][CH:17]=1.C[Si]([C:27]#[N:28])(C)C.[OH-].[NH4+]. The product is [CH2:1]([N:8]1[CH2:13][CH2:12][C:11]([NH:22][C:19]2[CH:20]=[CH:21][C:16]([Cl:15])=[CH:17][CH:18]=2)([C:27]#[N:28])[CH2:10][CH2:9]1)[C:2]1[CH:7]=[CH:6][CH:5]=[CH:4][CH:3]=1. (2) The reactants are C([Li])CCC.[Cl:6][C:7]1[N:12]=[CH:11][C:10]([NH:13][C:14](=[O:20])[O:15][C:16]([CH3:19])([CH3:18])[CH3:17])=[CH:9][CH:8]=1.CN(C)CCN(C)C.[I:29]I.[Cl-].[NH4+]. The catalyst is CCOCC. The product is [Cl:6][C:7]1[N:12]=[CH:11][C:10]([NH:13][C:14](=[O:20])[O:15][C:16]([CH3:17])([CH3:19])[CH3:18])=[C:9]([I:29])[CH:8]=1. The yield is 0.550. (3) The reactants are [Cl-].[O:2]1[C:7]2[CH:8]=[CH:9][C:10]([NH2+:12][C:13]3[O:14][C:15]([C:18]4[CH:23]=[CH:22][CH:21]=[CH:20][C:19]=4[OH:24])=[CH:16][N:17]=3)=[CH:11][C:6]=2[O:5][CH2:4][CH2:3]1.Br.Br[CH2:27][C:28]1[CH:33]=[CH:32][N:31]=[CH:30][CH:29]=1.C([O-])([O-])=O.[K+].[K+]. The catalyst is CN(C=O)C. The product is [O:2]1[C:7]2[CH:8]=[CH:9][C:10]([NH:12][C:13]3[O:14][C:15]([C:18]4[CH:23]=[CH:22][CH:21]=[CH:20][C:19]=4[O:24][CH2:27][C:28]4[CH:33]=[CH:32][N:31]=[CH:30][CH:29]=4)=[CH:16][N:17]=3)=[CH:11][C:6]=2[O:5][CH2:4][CH2:3]1. The yield is 0.460. (4) The catalyst is C1COCC1.CN(C=O)C. The reactants are [F:1][C:2]([F:11])([F:10])[C:3]1[O:7][C:6]([CH2:8][NH2:9])=[CH:5][CH:4]=1.C1N=CN([C:17]([N:19]2C=N[CH:21]=[CH:20]2)=[O:18])C=1.NC1C2[O:31][CH2:32][C:33](=[O:35])[NH:34][C:29]=2[CH:28]=[CH:27][CH:26]=1. The yield is 0.100. The product is [O:35]=[C:33]1[NH:34][C:29]2[CH:28]=[CH:27][CH:26]=[C:20]([NH:19][C:17]([NH:9][CH2:8][C:6]3[O:7][C:3]([C:2]([F:10])([F:1])[F:11])=[CH:4][CH:5]=3)=[O:18])[C:21]=2[O:31][CH2:32]1. (5) The reactants are [NH2:1][C:2]1[CH:39]=[CH:38][C:5]([CH2:6][N:7]2[CH:11]=[C:10]([C:12]3[CH:17]=[CH:16][C:15]([Cl:18])=[CH:14][C:13]=3[Cl:19])[N:9]=[C:8]2[CH2:20][C:21]2[CH:26]=[CH:25][C:24]([C:27]3[CH:32]=[CH:31][CH:30]=[C:29]([NH:33][S:34]([CH3:37])(=[O:36])=[O:35])[CH:28]=3)=[CH:23][CH:22]=2)=[CH:4][CH:3]=1.Br[CH2:41][C:42]([O:44][CH3:45])=[O:43]. No catalyst specified. The product is [CH3:45][O:44][C:42](=[O:43])[CH2:41][NH:1][C:2]1[CH:3]=[CH:4][C:5]([CH2:6][N:7]2[CH:11]=[C:10]([C:12]3[CH:17]=[CH:16][C:15]([Cl:18])=[CH:14][C:13]=3[Cl:19])[N:9]=[C:8]2[CH2:20][C:21]2[CH:22]=[CH:23][C:24]([C:27]3[CH:32]=[CH:31][CH:30]=[C:29]([NH:33][S:34]([CH3:37])(=[O:36])=[O:35])[CH:28]=3)=[CH:25][CH:26]=2)=[CH:38][CH:39]=1. The yield is 0.800. (6) The reactants are [CH2:1]([NH2:4])[CH2:2][CH3:3].[C:5]([O:9][C:10]([CH3:13])([CH3:12])[CH3:11])(=[O:8])[CH:6]=[CH2:7]. The catalyst is C1COCC1. The product is [CH2:1]([NH:4][CH2:7][CH2:6][C:5]([O:9][C:10]([CH3:13])([CH3:12])[CH3:11])=[O:8])[CH2:2][CH3:3]. The yield is 0.100.